This data is from Reaction yield outcomes from USPTO patents with 853,638 reactions. The task is: Predict the reaction yield, written as a fraction of the theoretical maximum amount of product (1.0 means a 100% yield; for example, 0.34 means a 34% yield). (1) The reactants are [F:1][C:2]([CH3:6])([CH3:5])[CH2:3][OH:4].C(N(CC)CC)C.[F:14][C:15]([F:28])([F:27])[S:16](O[S:16]([C:15]([F:28])([F:27])[F:14])(=[O:18])=[O:17])(=[O:18])=[O:17].Cl. The catalyst is C(OC)(C)(C)C. The product is [F:1][C:2]([CH3:6])([CH3:5])[CH2:3][O:4][S:16]([C:15]([F:28])([F:27])[F:14])(=[O:18])=[O:17]. The yield is 0.680. (2) The reactants are [N:1]([C:3]1[C:4]([O:11][CH2:12][CH3:13])=[N:5][C:6]([NH2:10])=[N:7][C:8]=1[NH2:9])=O.S(S([O-])=O)([O-])=O.[Na+].[Na+]. The catalyst is O. The product is [NH2:10][C:6]1[N:5]=[C:4]([O:11][CH2:12][CH3:13])[C:3]([NH2:1])=[C:8]([NH2:9])[N:7]=1. The yield is 0.610. (3) The reactants are [F:1][C:2]1[CH:7]=[CH:6][C:5]([C@:8]2([CH2:31][C:32]([OH:34])=[O:33])[O:13][C:12](=[O:14])[N:11]([C@H:15]([C:17]3[CH:22]=[CH:21][C:20]([C:23]4[CH:28]=[CH:27][C:26](=[O:29])[N:25]([CH3:30])[CH:24]=4)=[CH:19][CH:18]=3)[CH3:16])[CH2:10][CH2:9]2)=[CH:4][CH:3]=1.O=S(Cl)Cl.[CH3:39]O. The yield is 0.435. The product is [F:1][C:2]1[CH:7]=[CH:6][C:5]([C@:8]2([CH2:31][C:32]([O:34][CH3:39])=[O:33])[O:13][C:12](=[O:14])[N:11]([C@H:15]([C:17]3[CH:22]=[CH:21][C:20]([C:23]4[CH:28]=[CH:27][C:26](=[O:29])[N:25]([CH3:30])[CH:24]=4)=[CH:19][CH:18]=3)[CH3:16])[CH2:10][CH2:9]2)=[CH:4][CH:3]=1. No catalyst specified. (4) The reactants are Br[CH:2]([C:8]1[CH:13]=[CH:12][CH:11]=[CH:10][CH:9]=1)[C:3]([O:5][CH2:6][CH3:7])=[O:4].[NH:14]1[CH2:19][CH2:18][CH2:17][CH2:16][CH2:15]1. The catalyst is C1COCC1.[Cl-].[Na+].O. The product is [C:8]1([CH:2]([N:14]2[CH2:19][CH2:18][CH2:17][CH2:16][CH2:15]2)[C:3]([O:5][CH2:6][CH3:7])=[O:4])[CH:13]=[CH:12][CH:11]=[CH:10][CH:9]=1. The yield is 0.340. (5) The reactants are COC1C=C(C(C2C=CC=C(OC)C=2)=O)C=CC=1.C(OP(CC#N)(=O)OCC)C.C[Si]([N-][Si](C)(C)C)(C)C.[Li+].[CH3:40][O:41][C:42]1[CH:43]=[C:44]([C:50]([C:54]2[CH:59]=[CH:58][CH:57]=[C:56]([O:60][CH3:61])[CH:55]=2)=[CH:51][C:52]#[N:53])[CH:45]=[C:46](OC)[CH:47]=1. The catalyst is C1COCC1. The product is [CH3:61][O:60][C:56]1[CH:55]=[C:54]([C:50]([C:44]2[CH:45]=[CH:46][CH:47]=[C:42]([O:41][CH3:40])[CH:43]=2)=[CH:51][C:52]#[N:53])[CH:59]=[CH:58][CH:57]=1. The yield is 0.560. (6) The reactants are C(OC([N:8]1[CH2:12][CH2:11][CH2:10][CH:9]1[C:13](=[O:35])[NH:14][C:15]1[CH:20]=[CH:19][C:18]([C:21]2[CH:26]=[CH:25][CH:24]=[CH:23][C:22]=2[S:27](=[O:34])(=[O:33])[NH:28][C:29]([CH3:32])([CH3:31])[CH3:30])=[CH:17][N:16]=1)=O)(C)(C)C.FC(F)(F)C(O)=O. The catalyst is C(Cl)Cl.C(Cl)(Cl)Cl. The product is [C:29]([NH:28][S:27]([C:22]1[CH:23]=[CH:24][CH:25]=[CH:26][C:21]=1[C:18]1[CH:19]=[CH:20][C:15]([NH:14][C:13]([CH:9]2[CH2:10][CH2:11][CH2:12][NH:8]2)=[O:35])=[N:16][CH:17]=1)(=[O:34])=[O:33])([CH3:32])([CH3:30])[CH3:31]. The yield is 1.00.